This data is from Forward reaction prediction with 1.9M reactions from USPTO patents (1976-2016). The task is: Predict the product of the given reaction. (1) Given the reactants [C:1](Cl)(=[O:6])[C:2]([CH3:5])([CH3:4])[CH3:3].[CH2:8]([O:15][C:16]1[CH:33]=[CH:32][C:31]2[C@@H:30]3[C@H:21]([C@H:22]4[C@@:26]([CH2:28][CH2:29]3)([CH3:27])[C:25]([C:35]([F:38])([F:37])[F:36])([OH:34])[CH2:24][CH:23]4[CH2:39][CH2:40][CH2:41][CH2:42][OH:43])[CH2:20][CH2:19][C:18]=2[CH:17]=1)[C:9]1[CH:14]=[CH:13][CH:12]=[CH:11][CH:10]=1, predict the reaction product. The product is: [CH2:8]([O:15][C:16]1[CH:33]=[CH:32][C:31]2[C@@H:30]3[C@H:21]([C@H:22]4[C@@:26]([CH2:28][CH2:29]3)([CH3:27])[C:25]([OH:34])([C:35]([F:38])([F:36])[F:37])[CH2:24][CH:23]4[CH2:39][CH2:40][CH2:41][CH2:42][O:43][C:1](=[O:6])[C:2]([CH3:5])([CH3:4])[CH3:3])[CH2:20][CH2:19][C:18]=2[CH:17]=1)[C:9]1[CH:14]=[CH:13][CH:12]=[CH:11][CH:10]=1. (2) Given the reactants [O:1]=[C:2]1[N:6]([CH2:7][C:8]([O:10]C(C)(C)C)=[O:9])[C:5]2[CH:15]=[CH:16][CH:17]=[CH:18][C:4]=2[NH:3]1.F[C:20](F)(F)[C:21](O)=O, predict the reaction product. The product is: [O:1]=[C:2]1[N:6]([CH:7]([C:21]2[CH:20]=[CH:15][CH:5]=[CH:4][CH:18]=2)[C:8]([OH:10])=[O:9])[C:5]2[CH:15]=[CH:16][CH:17]=[CH:18][C:4]=2[NH:3]1. (3) Given the reactants O1CCO[CH:2]1[CH2:6][CH2:7][CH2:8][C:9]#[N:10].C1(C)C=CC(S(O)(=O)=O)=CC=1.I([O-])(=O)(=O)=O.[Na+].[NH2:28][C:29]1[CH:34]=[CH:33][CH:32]=[CH:31][N:30]=1.C(O[BH-](OC(=O)C)OC(=O)C)(=O)C.[Na+].C(=O)(O)[O-].[Na+], predict the reaction product. The product is: [N:30]1[CH:31]=[CH:32][CH:33]=[CH:34][C:29]=1[NH:28][CH2:2][CH2:6][CH2:7][CH2:8][C:9]#[N:10]. (4) Given the reactants ClC1C=C(C=CC=1)C(OO)=[O:6].[CH2:12]([O:19][C:20]1[CH:29]=[CH:28][C:27]2[N:26]=[CH:25][C:24]3[N:30]=[C:31]([CH2:37][O:38][CH3:39])[N:32]([CH2:33][CH:34]([CH3:36])[CH3:35])[C:23]=3[C:22]=2[CH:21]=1)[C:13]1[CH:18]=[CH:17][CH:16]=[CH:15][CH:14]=1.C(=O)([O-])[O-].[Na+].[Na+], predict the reaction product. The product is: [CH2:12]([O:19][C:20]1[CH:29]=[CH:28][C:27]2[N+:26]([O-:6])=[CH:25][C:24]3[N:30]=[C:31]([CH2:37][O:38][CH3:39])[N:32]([CH2:33][CH:34]([CH3:36])[CH3:35])[C:23]=3[C:22]=2[CH:21]=1)[C:13]1[CH:18]=[CH:17][CH:16]=[CH:15][CH:14]=1.